From a dataset of Full USPTO retrosynthesis dataset with 1.9M reactions from patents (1976-2016). Predict the reactants needed to synthesize the given product. Given the product [CH3:13][C:2]1([CH3:14])[C:3](=[O:4])[NH:5][C:6]2[CH:11]=[CH:10][CH:9]=[CH:8][C:7]=2[O:12]1, predict the reactants needed to synthesize it. The reactants are: Br[C:2]([CH3:14])([CH3:13])[C:3]([NH:5][C:6]1[CH:11]=[CH:10][CH:9]=[CH:8][C:7]=1[OH:12])=[O:4].C(=O)([O-])[O-].[K+].[K+].